This data is from Forward reaction prediction with 1.9M reactions from USPTO patents (1976-2016). The task is: Predict the product of the given reaction. (1) Given the reactants [O:1]=[C:2]1[C:10]2[CH:9]=[C:8]([C:11]([OH:13])=[O:12])[S:7][C:6]=2[CH2:5][CH2:4][CH2:3]1.C1CCCCC1.ClC(Cl)(Cl)C(=N)O[C:24]([CH3:27])([CH3:26])[CH3:25], predict the reaction product. The product is: [C:24]([O:12][C:11]([C:8]1[S:7][C:6]2[CH2:5][CH2:4][CH2:3][C:2](=[O:1])[C:10]=2[CH:9]=1)=[O:13])([CH3:27])([CH3:26])[CH3:25]. (2) Given the reactants Br[C:2]1[C:10]2[C:5](=[CH:6][N:7]=[C:8]([C:11]3[O:12][C:13]([CH3:16])=[N:14][N:15]=3)[CH:9]=2)[O:4][CH:3]=1.[F:17][C:18]([F:30])([F:29])[O:19][C:20]1[CH:25]=[CH:24][C:23](B(O)O)=[CH:22][CH:21]=1, predict the reaction product. The product is: [CH3:16][C:13]1[O:12][C:11]([C:8]2[CH:9]=[C:10]3[C:2]([C:23]4[CH:22]=[CH:21][C:20]([O:19][C:18]([F:17])([F:29])[F:30])=[CH:25][CH:24]=4)=[CH:3][O:4][C:5]3=[CH:6][N:7]=2)=[N:15][N:14]=1. (3) Given the reactants N1C=CC=C(C2C=CC3N(C(C=O)=CN=3)C=2)C=1.Br[C:19]1[CH:20]=[CH:21][C:22]2[N:23]([C:25]([CH:28]=[O:29])=[CH:26][N:27]=2)[CH:24]=1.[F:30][C:31]1[N:36]=[CH:35][C:34](B(O)O)=[CH:33][C:32]=1[CH3:40], predict the reaction product. The product is: [F:30][C:31]1[N:36]=[CH:35][C:34]([C:19]2[CH:20]=[CH:21][C:22]3[N:23]([C:25]([CH:28]=[O:29])=[CH:26][N:27]=3)[CH:24]=2)=[CH:33][C:32]=1[CH3:40].